This data is from Forward reaction prediction with 1.9M reactions from USPTO patents (1976-2016). The task is: Predict the product of the given reaction. (1) Given the reactants C(=O)([O-])[O-].[K+].[K+].[CH3:7][N:8]=[C:9]=[S:10].[Cl:11][C:12]1[C:13]([O:22][C:23]2[CH:27]=[C:26]([CH3:28])[NH:25][N:24]=2)=[N:14][CH:15]=[C:16]([C:18]([F:21])([F:20])[F:19])[CH:17]=1.Cl, predict the reaction product. The product is: [CH3:7][NH:8][C:9]([N:25]1[C:26]([CH3:28])=[CH:27][C:23]([O:22][C:13]2[C:12]([Cl:11])=[CH:17][C:16]([C:18]([F:21])([F:20])[F:19])=[CH:15][N:14]=2)=[N:24]1)=[S:10]. (2) Given the reactants NC1C=CC=CC=1.N[C:9]1[CH:10]=[C:11]([CH:23]=[CH:24][C:25]=1OC)[C:12]([NH:14]C1C=CC(F)=C(F)C=1)=[O:13], predict the reaction product. The product is: [C:12]([NH2:14])(=[O:13])[C:11]1[CH:23]=[CH:24][CH:25]=[CH:9][CH:10]=1.